Dataset: Experimentally validated miRNA-target interactions with 360,000+ pairs, plus equal number of negative samples. Task: Binary Classification. Given a miRNA mature sequence and a target amino acid sequence, predict their likelihood of interaction. (1) The miRNA is mmu-miR-139-3p with sequence UGGAGACGCGGCCCUGUUGGAG. The protein sequence of the target gene is MAAAADSFSGGPAGVRLPRSPPLKVLAEQLRRDAEGGPGAWRLSRAAAGRGPLDLAAVWMQGRVVMADRGEARLRDPSGDFSVRGLERVPRGRPCLVPGKYVMVMGVVQACSPEPCLQAVKMTDLSDNPIHESMWELEVEDLHRNIP. Result: 0 (no interaction). (2) The miRNA is hsa-miR-17-5p with sequence CAAAGUGCUUACAGUGCAGGUAG. The protein sequence of the target gene is MPPQLQETRMNRSIPVEVDESEPYPSQLLKPIPEYSPEEESEPPAPNIRNMAPNSLSAPTMLHNSSGDFSQAHSTLKLANHQRPVSRQVTCLRTQVLEDSEDSFCRRHPGLGKAFPSGCSAVSEPASESVVGALPAEHQFSFMEKRNQWLVSQLSAASPDTGHDSDKSDQSLPNASADSLGGSQEMVQRPQPHRNRAGLDLPTIDTGYDSQPQDVLGIRQLERPLPLTSVCYPQDLPRPLRSREFPQFEPQRYPACAQMLPPNLSPHAPWNYHYHCPGSPDHQVPYGHDYPRAAYQQVIQ.... Result: 1 (interaction). (3) The miRNA is hsa-miR-4662b with sequence AAAGAUGGACAAUUGGCUAAAU. The protein sequence of the target gene is MPSRKFVEGEVVRGRWPGSSLYYEVEILSHDNKSQLYTVKYKDGTELELKESDIKPLKSFKQRKSGSISSSPSRRRGSRSRSRSRSRSRSPGRAPKGSRRSVSASHEGDVKEKKEKEMRREILQVKLTPLVLKPFGNSVSVYNGEPEHMEKNATPYKDKQERIILSTEDRYIVTQYSLRPRREEVKAKEIESEEQNLVTKGPAPLGTFQVTTPQRKDLEFGGVPGAVLIMLGLPACVLLLLLQCRQKDPGLLHFPPPLPALHELWEPRVCGVYLLWFFVQALFHLLPVGKVAEGTPLVDG.... Result: 0 (no interaction). (4) Result: 1 (interaction). The protein sequence of the target gene is MRLLIPSLIFLEALGLCLAKATTVQWCAVSNSEEEKCLRWQNEMRKVGGPPLSCVKKSSTRQCIQAIVTNRADAMTLDGGTMFDAGKPPYKLRPVAAEVYGTKEQPRTHYYAVAVVKNSSNFHLNQLQGLRSCHTGIGRSAGWKIPIGTLRPYLNWNGPPASLEEAVSKFFSKSCVPGAQKDRFPNLCSSCAGTGANKCASSPEEPYSGYAGALRCLRDNAGDVAFTRGSTVFEELPNKAERDQYKLLCPDNTWKPVTEYKECHLAQVPSHAVVSRSTNDKEEAIWELLRQSQEKFGKKQ.... The miRNA is mmu-miR-466k with sequence UGUGUGUGUACAUGUACAUGUGA. (5) The miRNA is hsa-miR-3182 with sequence GCUUCUGUAGUGUAGUC. The protein sequence of the target gene is MSDSLDNEEKPPAPPLRMNSNNRDSSALNHSSKPLPMAPEEKNKKARLRSIFPGGGDKTNKKKEKERPEISLPSDFEHTIHVGFDAVTGEFTPDLYGSQMCPGKLPEGIPEQWARLLQTSNITKLEQKKNPQAVLDVLKFYDSKETVNNQKYMSFTSGDKSAHGYIAAHQSNTKTASEPPLAPPVSEEEDEEEEEEEDDNEPPPVIAPRPEHTKSIYTRSVVESIASPAAPNKEDIPPSAENANSTTLYRNTDRQRKKSKMTDEEILEKLRSIVSVGDPKKKYTRFEKIGQGASGTVYTA.... Result: 0 (no interaction). (6) The miRNA is hsa-miR-6885-3p with sequence CUUUGCUUCCUGCUCCCCUAG. The protein sequence of the target gene is MLHLLALFLHCLPLASGDYDICKSWVTTDEGPTWEFYACQPKVMRLKDYVKVKVEPSGITCGDPPERFCSHENPYLCSNECDASNPDLAHPPRLMFDKEEEGLATYWQSITWSRYPSPLEANITLSWNKTVELTDDVVMTFEYGRPTVMVLEKSLDNGRTWQPYQFYAEDCMEAFGMSARRARDMSSSSAHRVLCTEEYSRWAGSKKEKHVRFEVRDRFAIFAGPDLRNMDNLYTRLESAKGLKEFFTLTDLRMRLLRPALGGTYVQRENLYKYFYAISNIEVIGRCKCNLHANLCSMRE.... Result: 1 (interaction).